Dataset: Forward reaction prediction with 1.9M reactions from USPTO patents (1976-2016). Task: Predict the product of the given reaction. (1) Given the reactants [CH2:1]([O:5][C:6]1[N:14]=[C:13]2[C:9]([N:10]=[C:11]([O:26]C)[N:12]2[CH2:15][CH2:16][CH2:17][CH2:18][CH2:19][CH:20]2[CH2:25][CH2:24][NH:23][CH2:22][CH2:21]2)=[C:8]([NH2:28])[N:7]=1)[CH2:2][CH2:3][CH3:4].I[CH2:30][CH3:31], predict the reaction product. The product is: [NH2:28][C:8]1[N:7]=[C:6]([O:5][CH2:1][CH2:2][CH2:3][CH3:4])[N:14]=[C:13]2[C:9]=1[NH:10][C:11](=[O:26])[N:12]2[CH2:15][CH2:16][CH2:17][CH2:18][CH2:19][CH:20]1[CH2:25][CH2:24][N:23]([CH2:30][CH3:31])[CH2:22][CH2:21]1. (2) Given the reactants FC(F)(F)C(O)=O.[CH3:8][S:9]([C:12]1[CH:13]=[C:14]2[C:18](=[CH:19][CH:20]=1)[N:17]([C:21]1[N:26]=[CH:25][N:24]=[C:23]([O:27][CH:28]3[CH2:33][CH2:32][N:31](C(OC(C)(C)C)=O)[CH2:30][CH2:29]3)[CH:22]=1)[CH2:16][CH2:15]2)(=[O:11])=[O:10].C(N(C(C)C)CC)(C)C.[CH2:50]([S:54](Cl)(=[O:56])=[O:55])[CH2:51][CH2:52][CH3:53], predict the reaction product. The product is: [CH2:50]([S:54]([N:31]1[CH2:32][CH2:33][CH:28]([O:27][C:23]2[N:24]=[CH:25][N:26]=[C:21]([N:17]3[C:18]4[C:14](=[CH:13][C:12]([S:9]([CH3:8])(=[O:10])=[O:11])=[CH:20][CH:19]=4)[CH2:15][CH2:16]3)[CH:22]=2)[CH2:29][CH2:30]1)(=[O:56])=[O:55])[CH2:51][CH2:52][CH3:53]. (3) Given the reactants [CH3:1][C:2]1[CH:23]=[C:22]([CH3:24])[C:21]([C:25]2[NH:29][C:28]([CH2:30]C3CCOC3)=[N:27][N:26]=2)=[CH:20][C:3]=1[C:4]([N:6]1[CH2:11][CH2:10][CH:9]([C:12]2[CH:19]=[CH:18][C:15]([C:16]#[N:17])=[CH:14][CH:13]=2)[CH2:8][CH2:7]1)=[O:5].[CH3:36][O:37]CC(NN)=O.O1CCC(CC(NN)=O)C1, predict the reaction product. The product is: [CH3:36][O:37][CH2:30][C:28]1[NH:29][C:25]([C:21]2[C:22]([CH3:24])=[CH:23][C:2]([CH3:1])=[C:3]([CH:20]=2)[C:4]([N:6]2[CH2:7][CH2:8][CH:9]([C:12]3[CH:19]=[CH:18][C:15]([C:16]#[N:17])=[CH:14][CH:13]=3)[CH2:10][CH2:11]2)=[O:5])=[N:26][N:27]=1. (4) Given the reactants [F:1][C:2]1[CH:3]=[C:4]([C:12](=O)[CH2:13][C:14](=O)[C:15]([F:18])([F:17])[F:16])[CH:5]=[CH:6][C:7]=1[C:8]([F:11])([F:10])[F:9].[NH2:21][C:22]1[C:26]([C:27]#[N:28])=[CH:25][NH:24][N:23]=1, predict the reaction product. The product is: [F:1][C:2]1[CH:3]=[C:4]([C:12]2[CH:13]=[C:14]([C:15]([F:18])([F:17])[F:16])[N:23]3[N:24]=[CH:25][C:26]([C:27]#[N:28])=[C:22]3[N:21]=2)[CH:5]=[CH:6][C:7]=1[C:8]([F:11])([F:10])[F:9]. (5) Given the reactants [NH2:1][C:2]1[CH:10]=[CH:9][CH:8]=[C:7]([Cl:11])[C:3]=1[C:4]([OH:6])=O.[NH2:12][CH2:13][CH2:14][CH2:15][C@H:16]1[O:20][C:19](=[O:21])[N:18]([C:22]2[CH:23]=[CH:24][C:25]3[S:30][CH2:29][C:28](=[O:31])[NH:27][C:26]=3[CH:32]=2)[CH2:17]1, predict the reaction product. The product is: [NH2:1][C:2]1[CH:10]=[CH:9][CH:8]=[C:7]([Cl:11])[C:3]=1[C:4]([NH:12][CH2:13][CH2:14][CH2:15][C@H:16]1[O:20][C:19](=[O:21])[N:18]([C:22]2[CH:23]=[CH:24][C:25]3[S:30][CH2:29][C:28](=[O:31])[NH:27][C:26]=3[CH:32]=2)[CH2:17]1)=[O:6]. (6) The product is: [Cl:11][C:10]1[CH:9]=[C:8]2[C:4]([C:5]([C:12]([O:14][CH3:15])=[O:13])=[CH:6][NH:7]2)=[CH:3][C:2]=1[B:20]1[O:21][CH2:22][C:17]([CH3:31])([CH3:16])[CH2:18][O:19]1. Given the reactants Br[C:2]1[CH:3]=[C:4]2[C:8](=[CH:9][C:10]=1[Cl:11])[NH:7][CH:6]=[C:5]2[C:12]([O:14][CH3:15])=[O:13].[CH3:16][C:17]1([CH3:31])[CH2:22][O:21][B:20]([B:20]2[O:21][CH2:22][C:17]([CH3:31])([CH3:16])[CH2:18][O:19]2)[O:19][CH2:18]1.C([O-])(=O)C.[K+], predict the reaction product. (7) Given the reactants [Cl:1][C:2]1[CH:7]=[CH:6][C:5]([C:8]2[C:17]3[C:12](=[CH:13][C:14]([O:18][Si](C(C)C)(C(C)C)C(C)C)=[CH:15][CH:16]=3)[CH:11]=[C:10]([CH3:29])[C:9]=2[C:30](=[O:36])[C:31]([O:33][CH2:34][CH3:35])=[O:32])=[CH:4][CH:3]=1.CCCC[N+](CCCC)(CCCC)CCCC.[F-].C1C=CC(N([S:62]([C:65]([F:68])([F:67])[F:66])(=[O:64])=[O:63])[S:62]([C:65]([F:68])([F:67])[F:66])(=[O:64])=[O:63])=CC=1.C(=O)([O-])[O-].[K+].[K+], predict the reaction product. The product is: [Cl:1][C:2]1[CH:7]=[CH:6][C:5]([C:8]2[C:17]3[C:12](=[CH:13][C:14]([O:18][S:62]([C:65]([F:68])([F:67])[F:66])(=[O:64])=[O:63])=[CH:15][CH:16]=3)[CH:11]=[C:10]([CH3:29])[C:9]=2[C:30](=[O:36])[C:31]([O:33][CH2:34][CH3:35])=[O:32])=[CH:4][CH:3]=1. (8) Given the reactants [OH:1][C:2]1[CH:3]=[N:4][CH:5]=[CH:6][CH:7]=1.F[C:9]1[CH:14]=[CH:13][C:12]([C:15](=[O:17])[CH3:16])=[CH:11][CH:10]=1.C1OCCOCCOCCOCCOCCOC1.C([O-])([O-])=O.[K+].[K+], predict the reaction product. The product is: [N:4]1[CH:5]=[CH:6][CH:7]=[C:2]([O:1][C:9]2[CH:14]=[CH:13][C:12]([C:15](=[O:17])[CH3:16])=[CH:11][CH:10]=2)[CH:3]=1. (9) Given the reactants [Cl:1][C:2]1[CH:3]=[N:4][N:5]([CH3:40])[C:6]=1[C:7]1[CH:8]=[C:9]([C:13]([NH:15][C@@H:16]([CH2:29][C:30]2[CH:35]=[CH:34][CH:33]=[CH:32][C:31]=2[C:36]([F:39])([F:38])[F:37])[CH2:17][N:18]2C(=O)C3C(=CC=CC=3)C2=O)=[O:14])[O:10][C:11]=1[CH3:12].NN, predict the reaction product. The product is: [NH2:18][CH2:17][C@@H:16]([NH:15][C:13]([C:9]1[O:10][C:11]([CH3:12])=[C:7]([C:6]2[N:5]([CH3:40])[N:4]=[CH:3][C:2]=2[Cl:1])[CH:8]=1)=[O:14])[CH2:29][C:30]1[CH:35]=[CH:34][CH:33]=[CH:32][C:31]=1[C:36]([F:39])([F:38])[F:37].